This data is from Reaction yield outcomes from USPTO patents with 853,638 reactions. The task is: Predict the reaction yield, written as a fraction of the theoretical maximum amount of product (1.0 means a 100% yield; for example, 0.34 means a 34% yield). (1) The reactants are [Li]CCCC.C(NC(C)C)(C)C.[Cl:13][C:14]1[CH:19]=[CH:18][C:17]([CH2:20][C:21]([O:23][CH3:24])=[O:22])=[CH:16][CH:15]=1.[Li+].CC([N-]C(C)C)C.Br[CH2:34][C:35]([O:37][C:38]([CH3:41])([CH3:40])[CH3:39])=[O:36]. The catalyst is C1COCC1. The product is [Cl:13][C:14]1[CH:15]=[CH:16][C:17]([CH:20]([CH2:34][C:35]([O:37][C:38]([CH3:41])([CH3:40])[CH3:39])=[O:36])[C:21]([O:23][CH3:24])=[O:22])=[CH:18][CH:19]=1. The yield is 0.880. (2) The reactants are [N+:1]([C:4]1[CH:8]=[N:7][NH:6][C:5]=1[NH2:9])([O-:3])=[O:2].[CH2:10]([N:14]([C:19]1[CH:24]=[CH:23][CH:22]=[C:21]([C:25](=O)[CH:26]=[CH:27]N(C)C)[CH:20]=1)[S:15]([CH3:18])(=[O:17])=[O:16])[CH2:11][CH2:12][CH3:13].C(OCC)(=O)C. The catalyst is C(O)(=O)C. The product is [CH2:10]([N:14]([C:19]1[CH:24]=[CH:23][CH:22]=[C:21]([C:25]2[N:6]3[N:7]=[CH:8][C:4]([N+:1]([O-:3])=[O:2])=[C:5]3[N:9]=[CH:27][CH:26]=2)[CH:20]=1)[S:15]([CH3:18])(=[O:16])=[O:17])[CH2:11][CH2:12][CH3:13]. The yield is 0.560. (3) The reactants are [F:1][C:2]1[CH:31]=[C:30]([N+:32]([O-])=O)[CH:29]=[CH:28][C:3]=1[O:4][C:5]1[CH:10]=[CH:9][N:8]=[C:7]2[CH:11]=[C:12]([C:14]3[N:19]=[CH:18][C:17]([CH2:20][CH2:21][N:22]4[CH2:26][CH2:25][CH2:24][C:23]4=[O:27])=[CH:16][CH:15]=3)[S:13][C:6]=12.[Cl-].[NH4+]. The catalyst is CCO.[Zn].[Fe]. The product is [NH2:32][C:30]1[CH:29]=[CH:28][C:3]([O:4][C:5]2[CH:10]=[CH:9][N:8]=[C:7]3[CH:11]=[C:12]([C:14]4[N:19]=[CH:18][C:17]([CH2:20][CH2:21][N:22]5[CH2:26][CH2:25][CH2:24][C:23]5=[O:27])=[CH:16][CH:15]=4)[S:13][C:6]=23)=[C:2]([F:1])[CH:31]=1. The yield is 0.460.